Task: Regression. Given a peptide amino acid sequence and an MHC pseudo amino acid sequence, predict their binding affinity value. This is MHC class I binding data.. Dataset: Peptide-MHC class I binding affinity with 185,985 pairs from IEDB/IMGT (1) The peptide sequence is SYVNTNMGL. The MHC is H-2-Kd with pseudo-sequence H-2-Kd. The binding affinity (normalized) is 0.750. (2) The peptide sequence is QMYKTPTLKY. The MHC is HLA-A23:01 with pseudo-sequence HLA-A23:01. The binding affinity (normalized) is 0.